This data is from Full USPTO retrosynthesis dataset with 1.9M reactions from patents (1976-2016). The task is: Predict the reactants needed to synthesize the given product. (1) Given the product [Cl:1][C:2]1[CH:7]=[CH:6][C:5]([CH:8]2[CH2:13][CH2:12][CH2:11][N:10]([C:14]([C:16]3[CH:17]=[N:18][N:19]([CH2:21][CH3:25])[CH:20]=3)=[O:15])[CH2:9]2)=[CH:4][CH:3]=1, predict the reactants needed to synthesize it. The reactants are: [Cl:1][C:2]1[CH:7]=[CH:6][C:5]([CH:8]2[CH2:13][CH2:12][CH2:11][N:10]([C:14]([C:16]3[C:17](C)=[N:18][N:19]([CH3:21])[CH:20]=3)=[O:15])[CH2:9]2)=[C:4](C)[CH:3]=1.Cl[C:25]1C=CC(C2CCCNC2)=CC=1.C(N1C=C(C(O)=O)C=N1)C. (2) Given the product [Cl:1][C:2]1[CH:17]=[CH:16][C:5]([O:6][C:7]2[CH:8]=[C:9]([CH:10]=[CH:11][CH:12]=2)[NH2:13])=[CH:4][C:3]=1[CH2:18][CH3:19], predict the reactants needed to synthesize it. The reactants are: [Cl:1][C:2]1[CH:17]=[CH:16][C:5]([O:6][C:7]2[CH:8]=[C:9]([N+:13]([O-])=O)[CH:10]=[CH:11][CH:12]=2)=[CH:4][C:3]=1[CH2:18][CH3:19].O. (3) The reactants are: [C:1]([O:5][C:6]([N:8]1[CH2:12][CH2:11][CH:10]([C:13]2[N:14]([CH3:29])[C:15]3[C:20]([N:21]=2)=[C:19]([N:22]2[CH2:27][CH2:26][O:25][CH2:24][CH2:23]2)[N:18]=[C:17](Cl)[N:16]=3)[CH2:9]1)=[O:7])([CH3:4])([CH3:3])[CH3:2].[CH2:30]([C:32]1[NH:33][C:34]2[CH:40]=[CH:39][CH:38]=[CH:37][C:35]=2[N:36]=1)[CH3:31].CC(C1C=C(C(C)C)C(C2C=CC=CC=2P(C2CCCCC2)C2CCCCC2)=C(C(C)C)C=1)C.C([O-])([O-])=O.[Cs+].[Cs+]. Given the product [CH2:30]([C:32]1[N:33]([C:17]2[N:16]=[C:15]3[C:20]([N:21]=[C:13]([CH:10]4[CH2:11][CH2:12][N:8]([C:6]([O:5][C:1]([CH3:4])([CH3:3])[CH3:2])=[O:7])[CH2:9]4)[N:14]3[CH3:29])=[C:19]([N:22]3[CH2:27][CH2:26][O:25][CH2:24][CH2:23]3)[N:18]=2)[C:34]2[CH:40]=[CH:39][CH:38]=[CH:37][C:35]=2[N:36]=1)[CH3:31], predict the reactants needed to synthesize it. (4) Given the product [Cl:1][C:2]1[N:3]=[N:4][C:5]([N:9]2[CH2:14][CH2:13][CH:12]([C:15]([O:17][CH2:18][CH3:19])=[O:16])[CH2:11][CH2:10]2)=[CH:6][CH:7]=1, predict the reactants needed to synthesize it. The reactants are: [Cl:1][C:2]1[N:3]=[N:4][C:5](Cl)=[CH:6][CH:7]=1.[NH:9]1[CH2:14][CH2:13][CH:12]([C:15]([O:17][CH2:18][CH3:19])=[O:16])[CH2:11][CH2:10]1.C(N(CC)CC)C.C(OCC)(=O)C. (5) Given the product [C:1]([O:5][C:6]([N:8]1[CH2:11][CH:10]([O:12][S:14]([CH3:13])(=[O:16])=[O:15])[CH2:9]1)=[O:7])([CH3:4])([CH3:2])[CH3:3], predict the reactants needed to synthesize it. The reactants are: [C:1]([O:5][C:6]([N:8]1[CH2:11][CH:10]([OH:12])[CH2:9]1)=[O:7])([CH3:4])([CH3:3])[CH3:2].[CH3:13][S:14](Cl)(=[O:16])=[O:15].C(N(CC)CC)C. (6) The reactants are: Cl[C:2]1[C:7]([N+:8]([O-:10])=[O:9])=[CH:6][CH:5]=[CH:4][N:3]=1.[NH2:11][C:12]1[CH:17]=[CH:16][CH:15]=[CH:14][CH:13]=1.C([O-])([O-])=O.[K+].[K+]. Given the product [N+:8]([C:7]1[CH:2]=[N:3][CH:4]=[CH:5][C:6]=1[NH:11][C:12]1[CH:17]=[CH:16][CH:15]=[CH:14][CH:13]=1)([O-:10])=[O:9], predict the reactants needed to synthesize it. (7) Given the product [CH2:18]([O:15][C:12]1[CH:13]=[CH:14][C:9]([CH2:8][C:4]2[CH:3]=[C:2]([Br:1])[S:6][C:5]=2[CH3:7])=[CH:10][CH:11]=1)[CH:17]=[CH2:16], predict the reactants needed to synthesize it. The reactants are: [Br:1][C:2]1[S:6][C:5]([CH3:7])=[C:4]([CH2:8][C:9]2[CH:14]=[CH:13][C:12]([OH:15])=[CH:11][CH:10]=2)[CH:3]=1.[CH2:16](Br)[CH:17]=[CH2:18].C([O-])([O-])=O.[Cs+].[Cs+].